From a dataset of Reaction yield outcomes from USPTO patents with 853,638 reactions. Predict the reaction yield, written as a fraction of the theoretical maximum amount of product (1.0 means a 100% yield; for example, 0.34 means a 34% yield). (1) The reactants are OS(O)(=O)=O.[C:6]([OH:13])(=[O:12])[CH2:7][CH2:8][C:9]([OH:11])=[O:10].[CH3:14]O. No catalyst specified. The product is [CH3:14][O:10][C:9](=[O:11])[CH2:8][CH2:7][C:6]([OH:13])=[O:12]. The yield is 0.0600. (2) The reactants are [CH3:1][C:2]1[N:6]([CH2:7][C:8]2[CH:9]=[C:10](N)[CH:11]=[CH:12][CH:13]=2)[N:5]=[C:4]([C:15]2[O:19][N:18]=[C:17]([C:20]3[CH:25]=[CH:24][C:23]([O:26][C:27]([F:30])([F:29])[F:28])=[CH:22][CH:21]=3)[N:16]=2)[N:3]=1.N([O-])=O.[Na+].[S:35](=[O:37])=[O:36].[ClH:38]. The catalyst is C(O)(=O)C.O. The product is [CH3:1][C:2]1[N:6]([CH2:7][C:8]2[CH:9]=[C:10]([S:35]([Cl:38])(=[O:37])=[O:36])[CH:11]=[CH:12][CH:13]=2)[N:5]=[C:4]([C:15]2[O:19][N:18]=[C:17]([C:20]3[CH:25]=[CH:24][C:23]([O:26][C:27]([F:30])([F:29])[F:28])=[CH:22][CH:21]=3)[N:16]=2)[N:3]=1. The yield is 0.693. (3) The reactants are [C:1]1([CH:7]([C:13]2[CH:18]=[CH:17][CH:16]=[CH:15][CH:14]=2)[N:8]2[CH2:11][CH:10]([OH:12])[CH2:9]2)[CH:6]=[CH:5][CH:4]=[CH:3][CH:2]=1.C(N(CC)CC)C. The catalyst is O. The product is [C:13]1([CH:7]([C:1]2[CH:2]=[CH:3][CH:4]=[CH:5][CH:6]=2)[N:8]2[CH2:11][C:10](=[O:12])[CH2:9]2)[CH:14]=[CH:15][CH:16]=[CH:17][CH:18]=1. The yield is 0.924.